This data is from Reaction yield outcomes from USPTO patents with 853,638 reactions. The task is: Predict the reaction yield, written as a fraction of the theoretical maximum amount of product (1.0 means a 100% yield; for example, 0.34 means a 34% yield). The reactants are [NH2:1][C:2]1[CH:7]=[CH:6][CH:5]=[CH:4][C:3]=1[C:8]1[NH:9][C:10]2[C:15]([CH:16]=1)=[CH:14][CH:13]=[CH:12][CH:11]=2.[OH:17][C:18]1[CH:28]=[CH:27][C:21]([O:22][CH2:23][C:24](O)=[O:25])=[CH:20][CH:19]=1. No catalyst specified. The product is [OH:17][C:18]1[CH:19]=[CH:20][C:21]([O:22][CH2:23][C:24]([NH:1][C:2]2[CH:7]=[CH:6][CH:5]=[CH:4][C:3]=2[C:8]2[NH:9][C:10]3[C:15]([CH:16]=2)=[CH:14][CH:13]=[CH:12][CH:11]=3)=[O:25])=[CH:27][CH:28]=1. The yield is 0.300.